This data is from Forward reaction prediction with 1.9M reactions from USPTO patents (1976-2016). The task is: Predict the product of the given reaction. (1) Given the reactants [CH3:1][S:2]([C:5]1[CH:10]=[CH:9][C:8]([N:11]2[CH2:16][CH2:15][NH:14][CH2:13][CH2:12]2)=[CH:7][C:6]=1[NH:17][C:18]1[C:19]2[CH:26]=[CH:25][CH:24]=[CH:23][C:20]=2[S:21][CH:22]=1)(=[O:4])=[O:3].[ClH:27], predict the reaction product. The product is: [ClH:27].[CH3:1][S:2]([C:5]1[CH:10]=[CH:9][C:8]([N:11]2[CH2:16][CH2:15][NH:14][CH2:13][CH2:12]2)=[CH:7][C:6]=1[NH:17][C:18]1[C:19]2[CH:26]=[CH:25][CH:24]=[CH:23][C:20]=2[S:21][CH:22]=1)(=[O:4])=[O:3]. (2) Given the reactants [CH2:1]([C:3]1[CH:8]=[CH:7][C:6]([CH:9]2[CH2:14][N:13]([C:15]([N:17]3[CH2:22][CH2:21][S:20][CH2:19][CH2:18]3)=[O:16])[CH2:12][CH:11]([C:23](O)=[O:24])[CH2:10]2)=[CH:5][CH:4]=1)[CH3:2].O[N:27]=[C:28]([CH:30]1[CH2:32][CH2:31]1)[NH2:29], predict the reaction product. The product is: [CH:30]1([C:28]2[N:29]=[C:23]([CH:11]3[CH2:10][CH:9]([C:6]4[CH:7]=[CH:8][C:3]([CH2:1][CH3:2])=[CH:4][CH:5]=4)[CH2:14][N:13]([C:15]([N:17]4[CH2:22][CH2:21][S:20][CH2:19][CH2:18]4)=[O:16])[CH2:12]3)[O:24][N:27]=2)[CH2:32][CH2:31]1.